From a dataset of Full USPTO retrosynthesis dataset with 1.9M reactions from patents (1976-2016). Predict the reactants needed to synthesize the given product. The reactants are: [CH3:1][C:2]([CH2:8][CH2:9][CH2:10][CH:11]([CH3:18])[CH2:12][CH2:13][CH2:14][CH:15]([CH3:17])[CH3:16])=[CH:3][C:4]([O:6][CH3:7])=[O:5].[OH:19][CH2:20][CH:21](CO)[OH:22].C(=O)([O-])[O-].[K+].[K+].Cl. Given the product [CH3:1][C:2]([CH2:8][CH2:9][CH2:10][CH:11]([CH3:18])[CH2:12][CH2:13][CH2:14][CH:15]([CH3:17])[CH3:16])=[CH:3][C:4]([O:6][CH2:7][CH:20]([CH2:21][OH:22])[OH:19])=[O:5], predict the reactants needed to synthesize it.